Dataset: Catalyst prediction with 721,799 reactions and 888 catalyst types from USPTO. Task: Predict which catalyst facilitates the given reaction. (1) Reactant: [NH2:1][C:2]1[CH:7]=[CH:6][C:5]([N:8]([C:10]2[C:19]3[C:14](=[CH:15][CH:16]=[CH:17][CH:18]=3)[N:13]=[C:12]([CH3:20])[N:11]=2)[CH3:9])=[CH:4][CH:3]=1.C(N(CC)CC)C.[C:28](OC(=O)C)(=[O:30])[CH3:29].C(OCC)(=O)C. Product: [C:28]([NH:1][C:2]1[CH:7]=[CH:6][C:5]([N:8]([C:10]2[C:19]3[C:14](=[CH:15][CH:16]=[CH:17][CH:18]=3)[N:13]=[C:12]([CH3:20])[N:11]=2)[CH3:9])=[CH:4][CH:3]=1)(=[O:30])[CH3:29]. The catalyst class is: 112. (2) Reactant: [F:1][C:2]1[CH:7]=[CH:6][C:5]([SH:8])=[CH:4][CH:3]=1.Br[CH2:10][CH3:11].C([O-])([O-])=O.[Cs+].[Cs+]. Product: [CH2:10]([S:8][C:5]1[CH:6]=[CH:7][C:2]([F:1])=[CH:3][CH:4]=1)[CH3:11]. The catalyst class is: 18.